From a dataset of Reaction yield outcomes from USPTO patents with 853,638 reactions. Predict the reaction yield, written as a fraction of the theoretical maximum amount of product (1.0 means a 100% yield; for example, 0.34 means a 34% yield). (1) The reactants are [F:1][CH:2]([F:15])[CH:3]([C:9]1[CH:14]=[CH:13][CH:12]=[CH:11][CH:10]=1)[CH2:4][C:5]([O:7]C)=[O:6].[OH-].[Li+]. The catalyst is CO. The product is [F:1][CH:2]([F:15])[CH:3]([C:9]1[CH:14]=[CH:13][CH:12]=[CH:11][CH:10]=1)[CH2:4][C:5]([OH:7])=[O:6]. The yield is 0.910. (2) The reactants are [Cl:1][C:2]1[CH:3]=[N:4][C:5]2[C:10]([CH:11]=1)=[CH:9][C:8]([CH2:12][C:13]1[CH:14]=[C:15]([CH:19]=[C:20]([CH3:22])[N:21]=1)[C:16]([OH:18])=O)=[CH:7][CH:6]=2.Cl.[NH2:24][CH2:25][C:26]1[CH:27]=[CH:28][C:29]([NH2:33])=[N:30][C:31]=1[CH3:32].[CH3:34]N(C(ON1N=NC2C=CC=NC1=2)=[N+](C)C)C.F[P-](F)(F)(F)(F)F.CCN(C(C)C)C(C)C. The catalyst is CN(C=O)C.O. The product is [NH2:33][C:29]1[N:30]=[C:31]([CH3:32])[C:26]([CH2:25][NH:24][C:16](=[O:18])[C:15]2[CH:19]=[C:20]([CH3:22])[N:21]=[C:13]([CH2:12][C:8]3[CH:9]=[C:10]4[C:5](=[CH:6][CH:7]=3)[N:4]=[CH:3][C:2]([Cl:1])=[CH:11]4)[CH:14]=2)=[C:27]([CH3:34])[CH:28]=1. The yield is 0.340. (3) The catalyst is CO. The reactants are [CH3:1][N:2]1[C:10]2[C:5](=[CH:6][CH:7]=[CH:8][C:9]=2[CH3:11])[CH:4]=[C:3]1[CH:12]=O.[CH3:14][NH2:15].[BH4-].[Na+]. The product is [CH3:1][N:2]1[C:10]2[C:5](=[CH:6][CH:7]=[CH:8][C:9]=2[CH3:11])[CH:4]=[C:3]1[CH2:12][NH:15][CH3:14]. The yield is 0.940. (4) The reactants are C(Cl)(=O)C(Cl)=O.[CH3:7][O:8][C:9]1[C:10]([N+:18]([O-:20])=[O:19])=[C:11]([CH:15]=[CH:16][CH:17]=1)[C:12]([OH:14])=O.[CH2:21]([O:23][CH:24]([O:27][CH2:28][CH3:29])[CH2:25][NH2:26])[CH3:22].C(N(CC)CC)C. The catalyst is ClCCl.CN(C)C=O. The product is [CH2:21]([O:23][CH:24]([O:27][CH2:28][CH3:29])[CH2:25][NH:26][C:12](=[O:14])[C:11]1[CH:15]=[CH:16][CH:17]=[C:9]([O:8][CH3:7])[C:10]=1[N+:18]([O-:20])=[O:19])[CH3:22]. The yield is 0.970. (5) The reactants are Br[CH2:2][CH2:3][CH2:4][CH2:5][CH2:6][CH2:7][CH2:8][OH:9].CN(C)C=O.[NH:15]1[CH:19]=[CH:18][N:17]=[CH:16]1.[H-].[Na+]. The catalyst is O. The product is [N:15]1([CH2:2][CH2:3][CH2:4][CH2:5][CH2:6][CH2:7][CH2:8][OH:9])[CH:19]=[CH:18][N:17]=[CH:16]1. The yield is 0.942.